From a dataset of NCI-60 drug combinations with 297,098 pairs across 59 cell lines. Regression. Given two drug SMILES strings and cell line genomic features, predict the synergy score measuring deviation from expected non-interaction effect. (1) Drug 2: COCCOC1=C(C=C2C(=C1)C(=NC=N2)NC3=CC=CC(=C3)C#C)OCCOC.Cl. Synergy scores: CSS=0.0300, Synergy_ZIP=5.23, Synergy_Bliss=8.29, Synergy_Loewe=3.31, Synergy_HSA=4.16. Drug 1: CS(=O)(=O)C1=CC(=C(C=C1)C(=O)NC2=CC(=C(C=C2)Cl)C3=CC=CC=N3)Cl. Cell line: SF-268. (2) Drug 1: C1=C(C(=O)NC(=O)N1)F. Drug 2: CN(C)C1=NC(=NC(=N1)N(C)C)N(C)C. Cell line: SNB-75. Synergy scores: CSS=29.3, Synergy_ZIP=7.10, Synergy_Bliss=9.13, Synergy_Loewe=1.11, Synergy_HSA=7.68. (3) Drug 1: C1CN(CCN1C(=O)CCBr)C(=O)CCBr. Drug 2: C(CN)CNCCSP(=O)(O)O. Cell line: IGROV1. Synergy scores: CSS=13.7, Synergy_ZIP=-1.01, Synergy_Bliss=1.60, Synergy_Loewe=-11.4, Synergy_HSA=0.871. (4) Drug 1: C1=NC2=C(N1)C(=S)N=C(N2)N. Drug 2: CC(C)CN1C=NC2=C1C3=CC=CC=C3N=C2N. Cell line: NCIH23. Synergy scores: CSS=46.8, Synergy_ZIP=-0.176, Synergy_Bliss=0.148, Synergy_Loewe=-3.68, Synergy_HSA=-0.410.